Dataset: Reaction yield outcomes from USPTO patents with 853,638 reactions. Task: Predict the reaction yield, written as a fraction of the theoretical maximum amount of product (1.0 means a 100% yield; for example, 0.34 means a 34% yield). (1) The reactants are [NH2:1][C:2]1[C:7]([CH2:8][OH:9])=[CH:6][C:5]([Br:10])=[CH:4][N:3]=1.[C:11](=O)(OC)[O:12]C.C[O-].[Na+]. The catalyst is CO. The product is [Br:10][C:5]1[CH:4]=[N:3][C:2]2[NH:1][C:11](=[O:12])[O:9][CH2:8][C:7]=2[CH:6]=1. The yield is 0.510. (2) The reactants are [H-].[Na+].[CH2:3]([N:10]([CH3:21])[CH2:11][CH2:12][C@@H:13]([OH:20])[CH2:14][O:15][C:16]([CH3:19])([CH3:18])[CH3:17])[C:4]1[CH:9]=[CH:8][CH:7]=[CH:6][CH:5]=1.[Cl:22][C:23]1[CH:28]=[CH:27][C:26](F)=[C:25]([Cl:30])[CH:24]=1. The catalyst is CS(C)=O.O. The product is [CH2:3]([N:10]([CH2:11][CH2:12][C@@H:13]([O:20][C:26]1[CH:27]=[CH:28][C:23]([Cl:22])=[CH:24][C:25]=1[Cl:30])[CH2:14][O:15][C:16]([CH3:18])([CH3:17])[CH3:19])[CH3:21])[C:4]1[CH:9]=[CH:8][CH:7]=[CH:6][CH:5]=1. The yield is 0.710. (3) The catalyst is O. The reactants are [CH2:1]([O:8][C:9]1[C:10]([NH2:15])=[N:11][CH:12]=[CH:13][CH:14]=1)[C:2]1[CH:7]=[CH:6][CH:5]=[CH:4][CH:3]=1.[N:16]1[CH:21]=[CH:20][C:19]([C:22](=O)[CH2:23][C:24](OCC)=[O:25])=[CH:18][CH:17]=1.C([O-])(=O)C.[NH4+]. The product is [CH2:1]([O:8][C:9]1[C:10]2=[N:15][C:22]([C:19]3[CH:20]=[CH:21][N:16]=[CH:17][CH:18]=3)=[CH:23][C:24](=[O:25])[N:11]2[CH:12]=[CH:13][CH:14]=1)[C:2]1[CH:3]=[CH:4][CH:5]=[CH:6][CH:7]=1. The yield is 0.190. (4) The reactants are Cl.[NH:2]([C:4]1[CH:12]=[CH:11][C:10]([N+:13]([O-:15])=[O:14])=[CH:9][C:5]=1[C:6]([OH:8])=[O:7])[NH2:3].[CH2:16]([O:18][C:19](=[O:26])[C:20](=O)[CH2:21][C:22](=O)[CH3:23])[CH3:17]. The catalyst is CC(O)=O. The product is [CH2:16]([O:18][C:19]([C:20]1[CH:21]=[C:22]([CH3:23])[N:2]([C:4]2[CH:12]=[CH:11][C:10]([N+:13]([O-:15])=[O:14])=[CH:9][C:5]=2[C:6]([OH:8])=[O:7])[N:3]=1)=[O:26])[CH3:17]. The yield is 0.560. (5) The reactants are Cl[CH2:2][CH2:3][O:4][C:5]1[CH:10]=[CH:9][C:8]([C:11]([N:13]2[C:19]3[CH:20]=[CH:21][C:22]([O:24][CH3:25])=[CH:23][C:18]=3[O:17][CH2:16][CH:15]([C:26]3[CH:31]=[CH:30][C:29]([O:32][CH3:33])=[CH:28][CH:27]=3)[CH2:14]2)=[O:12])=[CH:7][CH:6]=1.[NH:34]1[CH2:39][CH2:38][CH2:37][CH2:36][CH2:35]1.[I-].[K+]. The catalyst is CN(C=O)C. The product is [CH3:25][O:24][C:22]1[CH:21]=[CH:20][C:19]2[N:13]([C:11]([C:8]3[CH:9]=[CH:10][C:5]([O:4][CH2:3][CH2:2][N:34]4[CH2:39][CH2:38][CH2:37][CH2:36][CH2:35]4)=[CH:6][CH:7]=3)=[O:12])[CH2:14][CH:15]([C:26]3[CH:31]=[CH:30][C:29]([O:32][CH3:33])=[CH:28][CH:27]=3)[CH2:16][O:17][C:18]=2[CH:23]=1. The yield is 0.880.